This data is from Full USPTO retrosynthesis dataset with 1.9M reactions from patents (1976-2016). The task is: Predict the reactants needed to synthesize the given product. (1) Given the product [F:25][C:26]1[C:27]([NH:46][C:47]2[CH:52]=[CH:51][CH:50]=[C:49]([OH:53])[CH:48]=2)=[N:28][C:29]([NH:32][C:33]2[CH:34]=[C:35]3[C:39](=[CH:40][CH:41]=2)[NH:38][C:37]([CH2:42][OH:43])=[CH:36]3)=[N:30][CH:31]=1, predict the reactants needed to synthesize it. The reactants are: C1COC2(N)N(C(NC3C=CC4OC(CO)=CC=4C=3)=NC=C2F)O1.[F:25][C:26]1[C:27]([NH:46][C:47]2[CH:52]=[CH:51][CH:50]=[C:49]([OH:53])[CH:48]=2)=[N:28][C:29]([NH:32][C:33]2[CH:34]=[C:35]3[C:39](=[CH:40][CH:41]=2)[NH:38][C:37]([C:42](OC)=[O:43])=[CH:36]3)=[N:30][CH:31]=1.CC(C[AlH]CC(C)C)C. (2) Given the product [Cl:1][C:2]1[CH:3]=[C:4]([C:8]2[CH:20]=[C:19]([C@@H:21]3[N:25]4[CH2:26][CH2:27][N:28]([C:30]5[C:31]([C:36]#[N:37])=[N:32][CH:33]=[CH:34][N:35]=5)[CH2:29][C@@H:24]4[CH2:23][CH2:22]3)[O:10][N:9]=2)[CH:5]=[CH:6][CH:7]=1, predict the reactants needed to synthesize it. The reactants are: [Cl:1][C:2]1[CH:3]=[C:4]([C:8](Cl)=[N:9][OH:10])[CH:5]=[CH:6][CH:7]=1.CCN(CC)CC.[C:19]([C@@H:21]1[N:25]2[CH2:26][CH2:27][N:28]([C:30]3[C:31]([C:36]#[N:37])=[N:32][CH:33]=[CH:34][N:35]=3)[CH2:29][C@@H:24]2[CH2:23][CH2:22]1)#[CH:20]. (3) Given the product [CH:32]1([C:35]2[C:36]([NH:52][C@@H:53]3[C:61]4[C:56](=[CH:57][CH:58]=[CH:59][CH:60]=4)[CH2:55][C@@H:54]3[O:62][CH2:2][CH3:3])=[N:37][C:38]([CH:49]3[CH2:50][CH2:51]3)=[C:39]([C:41]3[CH:46]=[CH:45][C:44]([Cl:47])=[CH:43][C:42]=3[Cl:48])[N:40]=2)[CH2:33][CH2:34]1, predict the reactants needed to synthesize it. The reactants are: Cl[C:2]1C=C(Cl)C=C[C:3]=1C1N=C(CC)C(N[C@@H]2C3C(=CC=CC=3)C[C@@H]2OCC)=NC=1CC.[CH:32]1([C:35]2[C:36]([NH:52][C@@H:53]3[C:61]4[C:56](=[CH:57][CH:58]=[CH:59][CH:60]=4)[CH2:55][C@@H:54]3[OH:62])=[N:37][C:38]([CH:49]3[CH2:51][CH2:50]3)=[C:39]([C:41]3[CH:46]=[CH:45][C:44]([Cl:47])=[CH:43][C:42]=3[Cl:48])[N:40]=2)[CH2:34][CH2:33]1. (4) Given the product [F:17][C:18]1[CH:23]=[C:22]([CH:21]=[CH:20][CH:19]=1)[O:13][C:10]1[CH:11]=[CH:12][C:7]([B:5]2[O:4][C:3]([CH3:15])([CH3:14])[C:2]([CH3:16])([CH3:1])[O:6]2)=[CH:8][CH:9]=1, predict the reactants needed to synthesize it. The reactants are: [CH3:1][C:2]1([CH3:16])[O:6][B:5]([C:7]2[CH:12]=[CH:11][C:10]([OH:13])=[CH:9][CH:8]=2)[O:4][C:3]1([CH3:15])[CH3:14].[F:17][C:18]1[CH:19]=[C:20](B(O)O)[CH:21]=[CH:22][CH:23]=1. (5) Given the product [Br:1][C:2]1[C:3](=[O:30])[N:4]([C:19]2[C:27]([F:28])=[CH:26][C:22]([C:23]([NH2:33])=[O:24])=[CH:21][C:20]=2[F:29])[C:5]([CH3:18])=[CH:6][C:7]=1[O:8][CH2:9][C:10]1[CH:15]=[CH:14][C:13]([F:16])=[CH:12][C:11]=1[F:17], predict the reactants needed to synthesize it. The reactants are: [Br:1][C:2]1[C:3](=[O:30])[N:4]([C:19]2[C:27]([F:28])=[CH:26][C:22]([C:23](O)=[O:24])=[CH:21][C:20]=2[F:29])[C:5]([CH3:18])=[CH:6][C:7]=1[O:8][CH2:9][C:10]1[CH:15]=[CH:14][C:13]([F:16])=[CH:12][C:11]=1[F:17].ClC1N=C(OC)N=C(OC)[N:33]=1.CN1CCOCC1.[OH-].[NH4+]. (6) Given the product [O-:1][N+:2]1[C:7]2[CH:8]=[CH:9][CH:10]=[CH:11][C:6]=2[N+:5]([O-:12])=[C:4]([NH:13][CH2:14][CH2:15][CH2:16][CH2:17][CH2:18][CH2:19][NH:20][C:40]([C:29]2[C:30]3[C:39](=[CH:38][C:37]4[C:32]([N:31]=3)=[CH:33][CH:34]=[CH:35][CH:36]=4)[CH:26]=[CH:27][CH:28]=2)=[O:41])[N:3]=1, predict the reactants needed to synthesize it. The reactants are: [O-:1][N+:2]1[C:7]2[CH:8]=[CH:9][CH:10]=[CH:11][C:6]=2[N+:5]([O-:12])=[C:4]([NH:13][CH2:14][CH2:15][CH2:16][CH2:17][CH2:18][CH2:19][NH2:20])[N:3]=1.[N-]1C=CN=C1.[CH:26]1[C:39]2[C:30](=[N:31][C:32]3[C:37]([CH:38]=2)=[CH:36][CH:35]=[CH:34][CH:33]=3)[C:29]([C:40](O)=[O:41])=[CH:28][CH:27]=1. (7) Given the product [CH3:36][S:33]([C:30]1[CH:31]=[CH:32][C:27]([C:24]2[CH:25]=[N:26][C:21]([O:17][CH:15]3[CH2:16][N:13]([CH2:12][C:11]4[CH:18]=[CH:19][C:8]([O:1][C:2]5[CH:3]=[CH:4][CH:5]=[CH:6][CH:7]=5)=[CH:9][CH:10]=4)[CH2:14]3)=[CH:22][CH:23]=2)=[N:28][CH:29]=1)(=[O:34])=[O:35], predict the reactants needed to synthesize it. The reactants are: [O:1]([C:8]1[CH:19]=[CH:18][C:11]([CH2:12][N:13]2[CH2:16][CH:15]([OH:17])[CH2:14]2)=[CH:10][CH:9]=1)[C:2]1[CH:7]=[CH:6][CH:5]=[CH:4][CH:3]=1.F[C:21]1[N:26]=[CH:25][C:24]([C:27]2[CH:32]=[CH:31][C:30]([S:33]([CH3:36])(=[O:35])=[O:34])=[CH:29][N:28]=2)=[CH:23][CH:22]=1.CC(C)([O-])C.[K+].CC(O)=O. (8) Given the product [C:1]([O:5][C:6](=[O:27])[CH2:7][N:8]1[CH2:17][CH2:16][C:15]2[C:10](=[CH:11][CH:12]=[C:13]([C:29]3[N:30]=[N:31][C:32]([CH3:35])=[CH:33][CH:34]=3)[CH:14]=2)[CH2:9]1)([CH3:2])([CH3:3])[CH3:4], predict the reactants needed to synthesize it. The reactants are: [C:1]([O:5][C:6](=[O:27])[CH2:7][N:8]1[CH2:17][CH2:16][C:15]2[C:10](=[CH:11][CH:12]=[C:13](B3OC(C)(C)C(C)(C)O3)[CH:14]=2)[CH2:9]1)([CH3:4])([CH3:3])[CH3:2].Cl[C:29]1[N:30]=[N:31][C:32]([CH3:35])=[CH:33][CH:34]=1.O1CCOCC1.C(=O)([O-])[O-].[Na+].[Na+]. (9) Given the product [Cl:1][C:2]1[CH:3]=[CH:4][C:5]2[C:14]3[C:9](=[CH:10][N:11]=[C:12]([NH:15][C:16](=[O:18])[CH3:17])[CH:13]=3)[C:8](=[O:22])[N:7]([CH3:19])[C:6]=2[CH:20]=1, predict the reactants needed to synthesize it. The reactants are: [Cl:1][C:2]1[CH:3]=[CH:4][C:5]2[C:14]3[C:9](=[CH:10][N:11]=[C:12]([NH:15][C:16](=[O:18])[CH3:17])[CH:13]=3)[CH2:8][N:7]([CH3:19])[C:6]=2[CH:20]=1.[Mn]([O-])([O-])(=O)=[O:22].[Ba+2]. (10) Given the product [Br:17][C:7]1[C:2]([CH3:1])=[C:3]([C:10]2[CH:15]=[CH:14][CH:13]=[CH:12][C:11]=2[CH3:16])[C:4]([CH3:9])=[CH:5][C:6]=1[CH3:8], predict the reactants needed to synthesize it. The reactants are: [CH3:1][C:2]1[CH:7]=[C:6]([CH3:8])[CH:5]=[C:4]([CH3:9])[C:3]=1[C:10]1[CH:15]=[CH:14][CH:13]=[CH:12][C:11]=1[CH3:16].[Br-:17].[Li+].[B-](F)(F)(F)F.[B-](F)(F)(F)F.C1[N+]2(CCl)CC[N+](F)(CC2)C1.